From a dataset of Full USPTO retrosynthesis dataset with 1.9M reactions from patents (1976-2016). Predict the reactants needed to synthesize the given product. (1) Given the product [F:1][C:2]([F:15])([F:14])[C:3]1[CH:8]=[CH:7][C:6]([C:9]([F:12])([F:11])[F:10])=[CH:5][C:4]=1[N:19]1[CH2:20][CH2:21][CH:17]([OH:16])[CH2:18]1, predict the reactants needed to synthesize it. The reactants are: [F:1][C:2]([F:15])([F:14])[C:3]1[CH:8]=[CH:7][C:6]([C:9]([F:12])([F:11])[F:10])=[CH:5][C:4]=1Br.[OH:16][CH:17]1[CH2:21][CH2:20][NH:19][CH2:18]1.C1(P(C2C=CC=CC=2)C2C=CC3C(=CC=CC=3)C=2C2C3C(=CC=CC=3)C=CC=2P(C2C=CC=CC=2)C2C=CC=CC=2)C=CC=CC=1.C(=O)([O-])[O-].[Cs+].[Cs+]. (2) Given the product [CH2:14]([CH:3]([CH2:4][CH2:5][CH2:6][CH2:7][CH2:8][CH2:9][CH2:10][CH2:11][CH2:12][CH3:13])[CH2:2][NH2:26])[CH2:15][CH2:16][CH2:17][CH2:18][CH2:19][CH2:20][CH3:21], predict the reactants needed to synthesize it. The reactants are: I[CH2:2][CH:3]([CH2:14][CH2:15][CH2:16][CH2:17][CH2:18][CH2:19][CH2:20][CH3:21])[CH2:4][CH2:5][CH2:6][CH2:7][CH2:8][CH2:9][CH2:10][CH2:11][CH2:12][CH3:13].C1(=O)[NH:26]C(=O)C2=CC=CC=C12.[K].CCCCC.O.NN. (3) Given the product [Cl:9][C:10]1[N:15]=[C:14]([NH:1][C@H:2]([CH:6]([CH3:8])[CH3:7])[C:3]([NH2:5])=[O:4])[C:13]([Cl:17])=[CH:12][N:11]=1, predict the reactants needed to synthesize it. The reactants are: [NH2:1][C@H:2]([CH:6]([CH3:8])[CH3:7])[C:3]([NH2:5])=[O:4].[Cl:9][C:10]1[N:15]=[C:14](Cl)[C:13]([Cl:17])=[CH:12][N:11]=1.C([O-])([O-])=O.[K+].[K+].